This data is from Forward reaction prediction with 1.9M reactions from USPTO patents (1976-2016). The task is: Predict the product of the given reaction. Given the reactants [N+:1]([C:4]1[CH:5]=[N:6][N:7]([C:9]([O:11][C:12]([CH3:15])([CH3:14])[CH3:13])=[O:10])[CH:8]=1)([O-])=O.[H][H], predict the reaction product. The product is: [NH2:1][C:4]1[CH:5]=[N:6][N:7]([C:9]([O:11][C:12]([CH3:15])([CH3:14])[CH3:13])=[O:10])[CH:8]=1.